From a dataset of Forward reaction prediction with 1.9M reactions from USPTO patents (1976-2016). Predict the product of the given reaction. (1) Given the reactants Br[C:2]1[C:7](Br)=[CH:6][CH:5]=[CH:4][N:3]=1.[CH2:9]([O:16][C:17]1[CH:18]=[C:19]([CH:21]=[CH:22][CH:23]=1)[NH2:20])[C:10]1[CH:15]=[CH:14][CH:13]=[CH:12][CH:11]=1.C1C=CC(P(C2C=CC=CC=2)C2C=CC=CC=2)=CC=1.C1(P(C2CCCCC2)C2CCCCC2)CCCCC1.[H+].[B-](F)(F)(F)F.C1CCN2C(=NCCC2)CC1, predict the reaction product. The product is: [CH2:9]([O:16][C:17]1[CH:18]=[C:19]2[C:21]([C:7]3[CH:6]=[CH:5][CH:4]=[N:3][C:2]=3[NH:20]2)=[CH:22][CH:23]=1)[C:10]1[CH:11]=[CH:12][CH:13]=[CH:14][CH:15]=1. (2) Given the reactants [Si]([O:8][CH2:9][C@H:10]1[O:19][C@H:14]([O:15]/[CH:16]=[CH:17]/[CH3:18])[C@H:13]([O:20][C:21](=[O:39])[CH2:22][CH2:23][CH2:24][CH2:25][CH2:26][CH2:27][CH2:28][CH2:29][CH2:30]/[CH:31]=[CH:32]\[CH2:33][CH2:34][CH2:35][CH2:36][CH2:37][CH3:38])[C@@H:12]([O:40][CH2:41][CH2:42][C@H:43]([O:51][CH3:52])[CH2:44][CH2:45][CH2:46][CH2:47][CH2:48][CH2:49][CH3:50])[C@@H:11]1[O:53][P:54]([O:60][CH2:61][CH:62]=[CH2:63])([O:56][CH2:57][CH:58]=[CH2:59])=[O:55])(C(C)(C)C)(C)C.S(=O)(=O)(O)O, predict the reaction product. The product is: [CH2:57]([O:56][P:54]([O:53][C@@H:11]1[C@@H:10]([CH2:9][OH:8])[O:19][C@H:14]([O:15]/[CH:16]=[CH:17]/[CH3:18])[C@H:13]([O:20][C:21](=[O:39])[CH2:22][CH2:23][CH2:24][CH2:25][CH2:26][CH2:27][CH2:28][CH2:29][CH2:30]/[CH:31]=[CH:32]\[CH2:33][CH2:34][CH2:35][CH2:36][CH2:37][CH3:38])[C@H:12]1[O:40][CH2:41][CH2:42][C@H:43]([O:51][CH3:52])[CH2:44][CH2:45][CH2:46][CH2:47][CH2:48][CH2:49][CH3:50])([O:60][CH2:61][CH:62]=[CH2:63])=[O:55])[CH:58]=[CH2:59]. (3) Given the reactants [NH:1]1[C:9]2[C:4](=[CH:5][CH:6]=[CH:7][C:8]=2[CH:10]=O)[CH:3]=[CH:2]1.[N:12]1[C:21]2[CH:20]([NH:22][CH2:23][CH2:24][CH2:25][CH2:26][NH:27][C:28](=[O:34])[O:29][C:30]([CH3:33])([CH3:32])[CH3:31])[CH2:19][CH2:18][CH2:17][C:16]=2[CH:15]=[CH:14][CH:13]=1.C(O[BH-](OC(=O)C)OC(=O)C)(=O)C.[Na+].C(=O)(O)[O-].[Na+], predict the reaction product. The product is: [NH:1]1[C:9]2[C:4](=[CH:5][CH:6]=[CH:7][C:8]=2[CH2:10][N:22]([CH:20]2[C:21]3[N:12]=[CH:13][CH:14]=[CH:15][C:16]=3[CH2:17][CH2:18][CH2:19]2)[CH2:23][CH2:24][CH2:25][CH2:26][NH:27][C:28](=[O:34])[O:29][C:30]([CH3:33])([CH3:32])[CH3:31])[CH:3]=[CH:2]1. (4) Given the reactants [Cl:1][C:2]1[C:11]2[N:10]([CH3:12])[O:9][C@H:8]3[NH:13][C@H:14]([C:16]([O:18][C@@H:19]4[C@:28]5([OH:29])[C@H:23]([C@H:24]([C:31]([CH3:33])=[CH2:32])[CH2:25][CH2:26][C@H:27]5[CH3:30])[CH:22]=[C:21]([CH3:34])[C@H:20]4[OH:35])=[O:17])[CH2:15][C@@:7]3([OH:36])[C:6]=2[CH:5]=[CH:4][CH:3]=1.[CH3:37][O:38][C:39](=[O:45])[CH2:40][CH2:41][C:42](O)=[O:43].Cl.CN(C)CCCN=C=NCC, predict the reaction product. The product is: [C:42]([O:35][C@@H:20]1[C:21]([CH3:34])=[CH:22][C@@H:23]2[C@:28]([OH:29])([C@H:27]([CH3:30])[CH2:26][CH2:25][C@@H:24]2[C:31]([CH3:33])=[CH2:32])[C@H:19]1[O:18][C:16]([C@H:14]1[NH:13][C@@H:8]2[O:9][N:10]([CH3:12])[C:11]3[C:2]([Cl:1])=[CH:3][CH:4]=[CH:5][C:6]=3[C@:7]2([OH:36])[CH2:15]1)=[O:17])(=[O:43])[CH2:41][CH2:40][C:39]([O:38][CH3:37])=[O:45].